From a dataset of Forward reaction prediction with 1.9M reactions from USPTO patents (1976-2016). Predict the product of the given reaction. (1) Given the reactants F[C:2]1[CH:3]=[C:4]([CH3:11])[CH:5]=[CH:6][C:7]=1[N+:8]([O-:10])=[O:9].[Br:12][C:13]1[CH:20]=[CH:19][C:16]([CH2:17][NH2:18])=[CH:15][CH:14]=1, predict the reaction product. The product is: [Br:12][C:13]1[CH:20]=[CH:19][C:16]([CH2:17][NH:18][C:2]2[CH:3]=[C:4]([CH3:11])[CH:5]=[CH:6][C:7]=2[N+:8]([O-:10])=[O:9])=[CH:15][CH:14]=1. (2) Given the reactants [CH3:1][C:2]1[C:7]([CH:8]([CH2:13][CH2:14][CH3:15])[C:9]([O:11]C)=[O:10])=[C:6]([C:16]2[CH:17]=[C:18]3[C:22](=[CH:23][CH:24]=2)[N:21]([CH3:25])[CH:20]=[CH:19]3)[N:5]=[C:4]([C:26]2[CH:31]=[CH:30][CH:29]=[CH:28][CH:27]=2)[N:3]=1.[OH-].[Na+], predict the reaction product. The product is: [CH3:1][C:2]1[C:7]([CH:8]([CH2:13][CH2:14][CH3:15])[C:9]([OH:11])=[O:10])=[C:6]([C:16]2[CH:17]=[C:18]3[C:22](=[CH:23][CH:24]=2)[N:21]([CH3:25])[CH:20]=[CH:19]3)[N:5]=[C:4]([C:26]2[CH:31]=[CH:30][CH:29]=[CH:28][CH:27]=2)[N:3]=1.